Dataset: NCI-60 drug combinations with 297,098 pairs across 59 cell lines. Task: Regression. Given two drug SMILES strings and cell line genomic features, predict the synergy score measuring deviation from expected non-interaction effect. (1) Drug 1: CC1=C(C=C(C=C1)NC2=NC=CC(=N2)N(C)C3=CC4=NN(C(=C4C=C3)C)C)S(=O)(=O)N.Cl. Drug 2: CC1OCC2C(O1)C(C(C(O2)OC3C4COC(=O)C4C(C5=CC6=C(C=C35)OCO6)C7=CC(=C(C(=C7)OC)O)OC)O)O. Cell line: OVCAR3. Synergy scores: CSS=30.1, Synergy_ZIP=-4.74, Synergy_Bliss=-1.51, Synergy_Loewe=-21.9, Synergy_HSA=-1.76. (2) Drug 1: C1CCC(CC1)NC(=O)N(CCCl)N=O. Drug 2: CC1=C2C(C(=O)C3(C(CC4C(C3C(C(C2(C)C)(CC1OC(=O)C(C(C5=CC=CC=C5)NC(=O)C6=CC=CC=C6)O)O)OC(=O)C7=CC=CC=C7)(CO4)OC(=O)C)O)C)OC(=O)C. Cell line: OVCAR3. Synergy scores: CSS=28.5, Synergy_ZIP=-5.06, Synergy_Bliss=-1.23, Synergy_Loewe=-27.8, Synergy_HSA=-0.670. (3) Drug 1: CC1CCC2CC(C(=CC=CC=CC(CC(C(=O)C(C(C(=CC(C(=O)CC(OC(=O)C3CCCCN3C(=O)C(=O)C1(O2)O)C(C)CC4CCC(C(C4)OC)OCCO)C)C)O)OC)C)C)C)OC. Drug 2: C1CC(=O)NC(=O)C1N2C(=O)C3=CC=CC=C3C2=O. Cell line: DU-145. Synergy scores: CSS=8.11, Synergy_ZIP=1.02, Synergy_Bliss=7.16, Synergy_Loewe=-4.19, Synergy_HSA=5.42. (4) Drug 1: C1C(C(OC1N2C=C(C(=O)NC2=O)F)CO)O. Drug 2: C1=NC2=C(N1)C(=S)N=CN2. Cell line: SK-OV-3. Synergy scores: CSS=37.9, Synergy_ZIP=-2.09, Synergy_Bliss=1.33, Synergy_Loewe=-2.11, Synergy_HSA=-1.42. (5) Drug 1: CC(CN1CC(=O)NC(=O)C1)N2CC(=O)NC(=O)C2. Drug 2: CC1=C2C(C(=O)C3(C(CC4C(C3C(C(C2(C)C)(CC1OC(=O)C(C(C5=CC=CC=C5)NC(=O)C6=CC=CC=C6)O)O)OC(=O)C7=CC=CC=C7)(CO4)OC(=O)C)O)C)OC(=O)C. Cell line: HS 578T. Synergy scores: CSS=27.3, Synergy_ZIP=-7.89, Synergy_Bliss=-8.80, Synergy_Loewe=-28.2, Synergy_HSA=-6.29. (6) Drug 1: C1C(C(OC1N2C=C(C(=O)NC2=O)F)CO)O. Drug 2: CS(=O)(=O)CCNCC1=CC=C(O1)C2=CC3=C(C=C2)N=CN=C3NC4=CC(=C(C=C4)OCC5=CC(=CC=C5)F)Cl. Cell line: 786-0. Synergy scores: CSS=21.6, Synergy_ZIP=-3.48, Synergy_Bliss=3.92, Synergy_Loewe=1.13, Synergy_HSA=3.49. (7) Drug 1: C1=C(C(=O)NC(=O)N1)F. Drug 2: C1C(C(OC1N2C=NC3=C(N=C(N=C32)Cl)N)CO)O. Cell line: HCT-15. Synergy scores: CSS=42.6, Synergy_ZIP=-3.19, Synergy_Bliss=-4.94, Synergy_Loewe=-2.68, Synergy_HSA=-2.15.